Dataset: NCI-60 drug combinations with 297,098 pairs across 59 cell lines. Task: Regression. Given two drug SMILES strings and cell line genomic features, predict the synergy score measuring deviation from expected non-interaction effect. (1) Drug 1: CC12CCC3C(C1CCC2O)C(CC4=C3C=CC(=C4)O)CCCCCCCCCS(=O)CCCC(C(F)(F)F)(F)F. Drug 2: CN(CC1=CN=C2C(=N1)C(=NC(=N2)N)N)C3=CC=C(C=C3)C(=O)NC(CCC(=O)O)C(=O)O. Cell line: EKVX. Synergy scores: CSS=4.50, Synergy_ZIP=-1.20, Synergy_Bliss=1.41, Synergy_Loewe=0.0168, Synergy_HSA=-1.10. (2) Drug 1: CC1=C2C(C(=O)C3(C(CC4C(C3C(C(C2(C)C)(CC1OC(=O)C(C(C5=CC=CC=C5)NC(=O)OC(C)(C)C)O)O)OC(=O)C6=CC=CC=C6)(CO4)OC(=O)C)O)C)O. Drug 2: CCC1=C2CN3C(=CC4=C(C3=O)COC(=O)C4(CC)O)C2=NC5=C1C=C(C=C5)O. Cell line: SF-539. Synergy scores: CSS=27.1, Synergy_ZIP=3.82, Synergy_Bliss=6.47, Synergy_Loewe=-11.8, Synergy_HSA=2.89. (3) Drug 1: C1=NC2=C(N1)C(=S)N=C(N2)N. Drug 2: C1=NC2=C(N=C(N=C2N1C3C(C(C(O3)CO)O)F)Cl)N. Cell line: HCT116. Synergy scores: CSS=45.6, Synergy_ZIP=-9.32, Synergy_Bliss=-9.53, Synergy_Loewe=-8.43, Synergy_HSA=-4.70. (4) Drug 1: CC1OCC2C(O1)C(C(C(O2)OC3C4COC(=O)C4C(C5=CC6=C(C=C35)OCO6)C7=CC(=C(C(=C7)OC)O)OC)O)O. Drug 2: CC1C(C(CC(O1)OC2CC(CC3=C2C(=C4C(=C3O)C(=O)C5=C(C4=O)C(=CC=C5)OC)O)(C(=O)CO)O)N)O.Cl. Cell line: COLO 205. Synergy scores: CSS=60.9, Synergy_ZIP=-2.99, Synergy_Bliss=-1.99, Synergy_Loewe=-1.98, Synergy_HSA=2.73. (5) Drug 1: CN(CCCl)CCCl.Cl. Drug 2: COC1=C2C(=CC3=C1OC=C3)C=CC(=O)O2. Cell line: K-562. Synergy scores: CSS=33.1, Synergy_ZIP=-3.61, Synergy_Bliss=-2.65, Synergy_Loewe=-10.2, Synergy_HSA=0.719.